Dataset: Reaction yield outcomes from USPTO patents with 853,638 reactions. Task: Predict the reaction yield, written as a fraction of the theoretical maximum amount of product (1.0 means a 100% yield; for example, 0.34 means a 34% yield). (1) The reactants are C([N:8]1[CH2:13][CH2:12][CH:11]([N:14]2[C:26]3[C:25]4[N:24]=[C:23]([NH:27][CH:28]5[CH2:32][CH2:31][CH2:30][CH2:29]5)[N:22]=[CH:21][C:20]=4[CH2:19][CH2:18][C:17]=3[C:16]([C:33]([NH2:35])=[O:34])=[N:15]2)[CH2:10][CH2:9]1)C1C=CC=CC=1.C(OCC)C. The catalyst is C(O)(=O)C.O=[Pt]=O. The product is [CH:28]1([NH:27][C:23]2[N:22]=[CH:21][C:20]3[CH2:19][CH2:18][C:17]4[C:16]([C:33]([NH2:35])=[O:34])=[N:15][N:14]([CH:11]5[CH2:12][CH2:13][NH:8][CH2:9][CH2:10]5)[C:26]=4[C:25]=3[N:24]=2)[CH2:29][CH2:30][CH2:31][CH2:32]1. The yield is 0.800. (2) The reactants are [CH3:1][P:2]1(=[O:14])[CH2:7][CH2:6][C:5](C(O)=O)([C:8]([OH:10])=[O:9])[CH2:4][CH2:3]1.C(=O)=O. The catalyst is O. The product is [CH3:1][P:2]1(=[O:14])[CH2:7][CH2:6][CH:5]([C:8]([OH:10])=[O:9])[CH2:4][CH2:3]1. The yield is 1.00. (3) The yield is 0.850. The reactants are [Br:1][CH2:2][CH2:3][N:4]([CH2:20][CH2:21][OH:22])[C:5]1[C:13]([N+:14]([O-:16])=[O:15])=[CH:12][C:11]([N+:17]([O-:19])=[O:18])=[CH:10][C:6]=1[C:7]([NH2:9])=[O:8].CCN(CC)CC.[CH3:30][S:31](Cl)(=[O:33])=[O:32].C([O-])(O)=O.[Na+]. The product is [CH3:30][S:31]([O:22][CH2:21][CH2:20][N:4]([CH2:3][CH2:2][Br:1])[C:5]1[C:13]([N+:14]([O-:16])=[O:15])=[CH:12][C:11]([N+:17]([O-:19])=[O:18])=[CH:10][C:6]=1[C:7]([NH2:9])=[O:8])(=[O:33])=[O:32]. The catalyst is C(Cl)Cl. (4) No catalyst specified. The product is [F:15][C:16]1[CH:21]=[CH:20][C:19]2[NH:22][C:2]3[C:10]4[CH:9]=[CH:8][CH:7]=[C:6]([C:11]([OH:13])=[O:12])[C:5]=4[CH2:4][C:3]=3[C:18]=2[CH:17]=1. The yield is 0.100. The reactants are O=[C:2]1[C:10]2[CH:9]=[CH:8][CH:7]=[C:6]([C:11]([OH:13])=[O:12])[C:5]=2[CH2:4][CH2:3]1.Cl.[F:15][C:16]1[CH:21]=[CH:20][C:19]([NH:22]N)=[CH:18][CH:17]=1. (5) The reactants are [C:1]([C:3]1[CH:4]=[C:5]([CH:21]=[CH:22][C:23]=1[F:24])[CH2:6][N:7]([O:19][CH3:20])[C:8](=[O:18])[CH:9]=[C:10]1[C:14](=[O:15])[O:13][C:12](C)(C)[O:11]1)#[N:2]. The catalyst is CO. The product is [CH3:12][O:13][C:14](=[O:15])[C:10]([OH:11])=[CH:9][C:8](=[O:18])[N:7]([CH2:6][C:5]1[CH:21]=[CH:22][C:23]([F:24])=[C:3]([C:1]#[N:2])[CH:4]=1)[O:19][CH3:20]. The yield is 0.470.